From a dataset of Catalyst prediction with 721,799 reactions and 888 catalyst types from USPTO. Predict which catalyst facilitates the given reaction. Reactant: F[C:2]1[CH:12]=[CH:11][C:5]([C:6]([O:8][CH2:9][CH3:10])=[O:7])=[CH:4][C:3]=1[N+:13]([O-:15])=[O:14].[CH2:16](N(CC)CC)C.[CH2:23]([O:25][C:26]([N:28]1[CH2:33][CH2:32]N[CH2:30][CH2:29]1)=[O:27])[CH3:24]. Product: [CH2:9]([O:8][C:6]([C:5]1[CH:11]=[CH:12][C:2]([CH:16]2[CH2:32][CH2:33][N:28]([C:26]([O:25][CH2:23][CH3:24])=[O:27])[CH2:29][CH2:30]2)=[C:3]([N+:13]([O-:15])=[O:14])[CH:4]=1)=[O:7])[CH3:10]. The catalyst class is: 8.